This data is from Forward reaction prediction with 1.9M reactions from USPTO patents (1976-2016). The task is: Predict the product of the given reaction. (1) Given the reactants [Br:1][C:2]1[CH:7]=[CH:6][C:5]([OH:8])=[CH:4][CH:3]=1.C([O-])([O-])=O.[Cs+].[Cs+].[CH2:15]([O:17][C:18](=[O:24])[CH2:19][CH2:20][CH2:21][CH2:22]Br)[CH3:16], predict the reaction product. The product is: [CH2:15]([O:17][C:18](=[O:24])[CH2:19][CH2:20][CH2:21][CH2:22][O:8][C:5]1[CH:6]=[CH:7][C:2]([Br:1])=[CH:3][CH:4]=1)[CH3:16]. (2) Given the reactants [OH:1][C:2]1[CH:7]=[CH:6][C:5]([C:8]2[CH:13]=[C:12]([CH2:14][CH2:15][CH3:16])[CH:11]=[C:10]([C:17]#[N:18])[C:9]=2[CH2:19][C:20]([CH3:22])=[CH2:21])=[CH:4][CH:3]=1.[NH2:23][OH:24], predict the reaction product. The product is: [OH:24][N:23]=[C:17]([C:10]1[C:9]([CH2:19][C:20]([CH3:22])=[CH2:21])=[C:8]([C:5]2[CH:4]=[CH:3][C:2]([OH:1])=[CH:7][CH:6]=2)[CH:13]=[C:12]([CH2:14][CH2:15][CH3:16])[CH:11]=1)[NH2:18]. (3) Given the reactants [N:1]1([C:7]2[CH:8]=[CH:9][C:10]3[N:11]([C:13]([C:16]([F:19])([F:18])[F:17])=[N:14][N:15]=3)[N:12]=2)[CH2:6][CH2:5][NH:4][CH2:3][CH2:2]1.[N:20]1[CH:25]=[CH:24][CH:23]=[C:22]([CH:26]=O)[CH:21]=1, predict the reaction product. The product is: [N:20]1[CH:25]=[CH:24][CH:23]=[C:22]([CH2:26][N:4]2[CH2:3][CH2:2][N:1]([C:7]3[CH:8]=[CH:9][C:10]4[N:11]([C:13]([C:16]([F:17])([F:18])[F:19])=[N:14][N:15]=4)[N:12]=3)[CH2:6][CH2:5]2)[CH:21]=1. (4) Given the reactants [CH:1]1([CH2:4][N:5]2[CH2:11][CH2:10][CH:9]([OH:12])[C:8]3[CH:13]=[CH:14][O:15][C:7]=3[CH2:6]2)[CH2:3][CH2:2]1.[C:16]([C:19]1[CH:24]=[CH:23][C:22](F)=[C:21]([Cl:26])[CH:20]=1)(=[O:18])[NH2:17], predict the reaction product. The product is: [ClH:26].[C:16]([C:19]1[CH:24]=[CH:23][C:22]([O:12][CH:9]2[CH2:10][CH2:11][N:5]([CH2:4][CH:1]3[CH2:2][CH2:3]3)[CH2:6][C:7]3[O:15][CH:14]=[CH:13][C:8]2=3)=[C:21]([Cl:26])[CH:20]=1)(=[O:18])[NH2:17]. (5) Given the reactants [S:1]([O:8][CH2:9][C:10]([O:12][CH3:13])=[O:11])([C:4]([F:7])([F:6])[F:5])(=[O:3])=[O:2].[CH2:14](C(O)C([O-])=O)C, predict the reaction product. The product is: [S:1]([O:8][CH2:9][C:10]([O:12][CH2:13][CH3:14])=[O:11])([C:4]([F:6])([F:7])[F:5])(=[O:3])=[O:2]. (6) Given the reactants [CH2:1]([N:8]1[CH:13]([C:14]2[CH:19]=[CH:18][CH:17]=[CH:16][CH:15]=2)[CH2:12][C:11]([CH3:21])([CH3:20])[N:10]2[N:22]=[CH:23][C:24]([C:25](=[O:34])[CH2:26][C:27]3[CH:32]=[CH:31][C:30]([CH3:33])=[CH:29][CH:28]=3)=[C:9]12)[C:2]1[CH:7]=[CH:6][CH:5]=[CH:4][CH:3]=1.I[CH3:36].[H-].[Na+], predict the reaction product. The product is: [CH2:1]([N:8]1[CH:13]([C:14]2[CH:19]=[CH:18][CH:17]=[CH:16][CH:15]=2)[CH2:12][C:11]([CH3:21])([CH3:20])[N:10]2[N:22]=[CH:23][C:24]([C:25](=[O:34])[CH:26]([C:27]3[CH:32]=[CH:31][C:30]([CH3:33])=[CH:29][CH:28]=3)[CH3:36])=[C:9]12)[C:2]1[CH:7]=[CH:6][CH:5]=[CH:4][CH:3]=1.